Dataset: Forward reaction prediction with 1.9M reactions from USPTO patents (1976-2016). Task: Predict the product of the given reaction. (1) Given the reactants [Cl:1][C:2]1[C:13]([CH3:14])=[CH:12][C:5]2[B:6]([OH:11])[O:7][C:8]([CH3:10])([CH3:9])[C:4]=2[CH:3]=1.C(OOC(=O)C1C=CC=CC=1)(=[O:22])C1C=CC=CC=1.C1C(=O)N(Br)C(=O)C1.C([O-])([O-])=O.[Na+].[Na+].Cl, predict the reaction product. The product is: [Cl:1][C:2]1[C:13]([CH:14]=[O:22])=[CH:12][C:5]2[B:6]([OH:11])[O:7][C:8]([CH3:10])([CH3:9])[C:4]=2[CH:3]=1. (2) Given the reactants [Cl:1][C:2]1[N:10]=[C:9]2[C:5]([N:6]=[CH:7][NH:8]2)=[C:4]([N:11]2[CH2:16][CH2:15][O:14][CH2:13][C@H:12]2[CH3:17])[N:3]=1.[Br:18]Br.S([O-])([O-])(=O)=S.[Na+].[Na+], predict the reaction product. The product is: [Br:18][C:7]1[NH:8][C:9]2[C:5]([N:6]=1)=[C:4]([N:11]1[CH2:16][CH2:15][O:14][CH2:13][C@H:12]1[CH3:17])[N:3]=[C:2]([Cl:1])[N:10]=2.